Dataset: Catalyst prediction with 721,799 reactions and 888 catalyst types from USPTO. Task: Predict which catalyst facilitates the given reaction. Reactant: [CH3:1][C:2]1[CH:7]=[C:6]([S:8][CH:9]([C:13]2[S:17][C:16]([C:18]([OH:20])=O)=[CH:15][CH:14]=2)[CH:10]([CH3:12])[CH3:11])[CH:5]=[C:4]([CH3:21])[C:3]=1[C:22]1[CH:27]=[CH:26][C:25]([C:28]([F:31])([F:30])[F:29])=[CH:24][CH:23]=1.Cl.[CH3:33][O:34][C:35](=[O:39])[CH2:36][CH2:37][NH2:38].O.ON1C2C=CC=CC=2N=N1.C(N(CC)C(C)C)(C)C.Cl.CN(C)CCCN=C=NCC. Product: [CH3:33][O:34][C:35](=[O:39])[CH2:36][CH2:37][NH:38][C:18]([C:16]1[S:17][C:13]([CH:9]([S:8][C:6]2[CH:7]=[C:2]([CH3:1])[C:3]([C:22]3[CH:27]=[CH:26][C:25]([C:28]([F:29])([F:31])[F:30])=[CH:24][CH:23]=3)=[C:4]([CH3:21])[CH:5]=2)[CH:10]([CH3:12])[CH3:11])=[CH:14][CH:15]=1)=[O:20]. The catalyst class is: 18.